From a dataset of Forward reaction prediction with 1.9M reactions from USPTO patents (1976-2016). Predict the product of the given reaction. (1) Given the reactants [C:1]1([C:7]2[O:11][N:10]=[C:9]([C:12]([O:14]CC)=[O:13])[C:8]=2[C:17]([F:20])([F:19])[F:18])[CH:6]=[CH:5][CH:4]=[CH:3][CH:2]=1.O.[OH-].[Li+], predict the reaction product. The product is: [C:1]1([C:7]2[O:11][N:10]=[C:9]([C:12]([OH:14])=[O:13])[C:8]=2[C:17]([F:19])([F:20])[F:18])[CH:2]=[CH:3][CH:4]=[CH:5][CH:6]=1. (2) Given the reactants C([O:3][C:4](=[O:38])[CH2:5][CH:6]1[S:10][C:9]([C:11]2[NH:12][C:13]3[C:18]([CH:19]=2)=[CH:17][C:16]([O:20][C:21]2[CH:22]=[N:23][C:24]([S:27]([CH3:30])(=[O:29])=[O:28])=[CH:25][CH:26]=2)=[CH:15][C:14]=3[O:31][CH:32]2[CH2:37][CH2:36][O:35][CH2:34][CH2:33]2)=[N:8][CH2:7]1)C.[OH-].[Na+], predict the reaction product. The product is: [CH3:30][S:27]([C:24]1[N:23]=[CH:22][C:21]([O:20][C:16]2[CH:17]=[C:18]3[C:13](=[C:14]([O:31][CH:32]4[CH2:37][CH2:36][O:35][CH2:34][CH2:33]4)[CH:15]=2)[NH:12][C:11]([C:9]2[S:10][CH:6]([CH2:5][C:4]([OH:38])=[O:3])[CH2:7][N:8]=2)=[CH:19]3)=[CH:26][CH:25]=1)(=[O:28])=[O:29]. (3) Given the reactants C(OC([N:8]1[CH2:13][CH2:12][N:11]([C:14]2[CH:19]=[C:18]([N:20]([S:22]([C:25]3[C:33]4[O:32][C:31]([F:35])([F:34])[O:30][C:29]=4[CH:28]=[CH:27][CH:26]=3)(=[O:24])=[O:23])C)[CH:17]=[CH:16][C:15]=2[O:36][CH3:37])[CH2:10][CH2:9]1)=O)(C)(C)C.[H-].[Na+].[CH2:40](Br)[CH3:41].[ClH:43], predict the reaction product. The product is: [ClH:43].[CH2:40]([N:20]([C:18]1[CH:17]=[CH:16][C:15]([O:36][CH3:37])=[C:14]([N:11]2[CH2:10][CH2:9][NH:8][CH2:13][CH2:12]2)[CH:19]=1)[S:22]([C:25]1[C:33]2[O:32][C:31]([F:35])([F:34])[O:30][C:29]=2[CH:28]=[CH:27][CH:26]=1)(=[O:23])=[O:24])[CH3:41].